From a dataset of NCI-60 drug combinations with 297,098 pairs across 59 cell lines. Regression. Given two drug SMILES strings and cell line genomic features, predict the synergy score measuring deviation from expected non-interaction effect. (1) Drug 1: CC=C1C(=O)NC(C(=O)OC2CC(=O)NC(C(=O)NC(CSSCCC=C2)C(=O)N1)C(C)C)C(C)C. Drug 2: CC1=C(C(=O)C2=C(C1=O)N3CC4C(C3(C2COC(=O)N)OC)N4)N. Cell line: PC-3. Synergy scores: CSS=53.0, Synergy_ZIP=1.29, Synergy_Bliss=-1.41, Synergy_Loewe=-25.7, Synergy_HSA=0.800. (2) Drug 1: CC(CN1CC(=O)NC(=O)C1)N2CC(=O)NC(=O)C2. Drug 2: CCCCC(=O)OCC(=O)C1(CC(C2=C(C1)C(=C3C(=C2O)C(=O)C4=C(C3=O)C=CC=C4OC)O)OC5CC(C(C(O5)C)O)NC(=O)C(F)(F)F)O. Cell line: HOP-62. Synergy scores: CSS=6.45, Synergy_ZIP=-3.08, Synergy_Bliss=3.37, Synergy_Loewe=3.72, Synergy_HSA=3.71.